Dataset: Reaction yield outcomes from USPTO patents with 853,638 reactions. Task: Predict the reaction yield, written as a fraction of the theoretical maximum amount of product (1.0 means a 100% yield; for example, 0.34 means a 34% yield). (1) The reactants are [Cl:1][C:2]1[CH:3]=[CH:4][C:5]([OH:25])=[C:6]([CH:24]=1)[C:7]([NH:9][CH2:10][C:11]1[CH:23]=[CH:22][C:14]([C:15]([O:17][C:18]([CH3:21])([CH3:20])[CH3:19])=[O:16])=[CH:13][CH:12]=1)=[O:8].[CH3:26][C:27]1[CH:32]=[CH:31][CH:30]=[CH:29][C:28]=1[CH2:33][CH2:34]O.C1(P(C2C=CC=CC=2)C2C=CC=CC=2)C=CC=CC=1.N(C(OC(C)(C)C)=O)=NC(OC(C)(C)C)=O. The catalyst is O1CCCC1. The product is [Cl:1][C:2]1[CH:3]=[CH:4][C:5]([O:25][CH2:34][CH2:33][C:28]2[CH:29]=[CH:30][CH:31]=[CH:32][C:27]=2[CH3:26])=[C:6]([CH:24]=1)[C:7]([NH:9][CH2:10][C:11]1[CH:23]=[CH:22][C:14]([C:15]([O:17][C:18]([CH3:19])([CH3:20])[CH3:21])=[O:16])=[CH:13][CH:12]=1)=[O:8]. The yield is 0.760. (2) The reactants are [CH3:1][CH:2]([CH3:7])[CH:3]=[CH:4][CH:5]=[O:6].[CH3:8][N:9]1[C:17]2[C:12](=[CH:13][CH:14]=[CH:15][CH:16]=2)[CH:11]=[CH:10]1.C(O)(C(F)(F)F)=O.C([C@@H]1N[C@H](C(C)(C)C)N(C)C1=O)C1C=CC=CC=1. The catalyst is C(Cl)Cl.C(O)(C)C. The product is [CH3:1][CH:2]([CH3:7])[C@@H:3]([C:11]1[C:12]2[C:17](=[CH:16][CH:15]=[CH:14][CH:13]=2)[N:9]([CH3:8])[CH:10]=1)[CH2:4][CH:5]=[O:6]. The yield is 0.740. (3) The reactants are [C:1]([O:5][C:6]([NH:8][CH:9]([C:13]1[CH:18]=[CH:17][C:16]([Cl:19])=[CH:15][CH:14]=1)[C:10](O)=[O:11])=[O:7])([CH3:4])([CH3:3])[CH3:2].[NH2:20][NH2:21]. The catalyst is C(Cl)Cl. The product is [Cl:19][C:16]1[CH:17]=[CH:18][C:13]([CH:9]([NH:8][C:6](=[O:7])[O:5][C:1]([CH3:4])([CH3:3])[CH3:2])[C:10]([NH:20][NH2:21])=[O:11])=[CH:14][CH:15]=1. The yield is 0.720.